Dataset: Forward reaction prediction with 1.9M reactions from USPTO patents (1976-2016). Task: Predict the product of the given reaction. (1) Given the reactants [N:1]1[CH:2]=[N:3][N:4]2[C:9]=1[C:8]1[C:10]([C:13]#[N:14])=[CH:11][S:12][C:7]=1[N:6]=C2.CNCCN.[NH4+].[Cl-], predict the reaction product. The product is: [NH2:6][C:7]1[S:12][CH:11]=[C:10]([C:13]#[N:14])[C:8]=1[C:9]1[NH:1][CH:2]=[N:3][N:4]=1. (2) Given the reactants Cl[C:2]1[C:7]([F:8])=[CH:6][CH:5]=[CH:4][C:3]=1[N+:9]([O-:11])=[O:10].[F:12][C:13]1[CH:18]=[CH:17][C:16](B(O)O)=[CH:15][CH:14]=1.C(=O)([O-])[O-].[Na+].[Na+].[OH-].[Na+], predict the reaction product. The product is: [F:8][C:7]1[CH:6]=[CH:5][CH:4]=[C:3]([N+:9]([O-:11])=[O:10])[C:2]=1[C:16]1[CH:17]=[CH:18][C:13]([F:12])=[CH:14][CH:15]=1.